From a dataset of Reaction yield outcomes from USPTO patents with 853,638 reactions. Predict the reaction yield, written as a fraction of the theoretical maximum amount of product (1.0 means a 100% yield; for example, 0.34 means a 34% yield). (1) The reactants are [CH3:1][O:2][C:3]1([C:6]2[CH:11]=[CH:10][C:9]([C:12]#[C:13][C:14]3[CH:24]=[CH:23][C:17]([C:18]([O:20]CC)=[O:19])=[CH:16][CH:15]=3)=[CH:8][CH:7]=2)[CH2:5][CH2:4]1.[OH-].[Na+]. The catalyst is C(O)C.O1CCCC1. The product is [CH3:1][O:2][C:3]1([C:6]2[CH:7]=[CH:8][C:9]([C:12]#[C:13][C:14]3[CH:15]=[CH:16][C:17]([C:18]([OH:20])=[O:19])=[CH:23][CH:24]=3)=[CH:10][CH:11]=2)[CH2:5][CH2:4]1. The yield is 0.860. (2) The reactants are [Cl:1][C:2]1[CH:7]=[CH:6][C:5]([C:8]2([OH:35])[CH2:13][CH2:12][N:11]([CH2:14][CH2:15][CH:16]=[C:17]3[C:23]4[CH:24]=[CH:25][CH:26]=[N:27][C:22]=4[CH2:21][O:20][C:19]4[CH:28]=[CH:29][C:30]([OH:32])=[CH:31][C:18]3=4)[CH2:10][C:9]2([CH3:34])[CH3:33])=[CH:4][CH:3]=1.[H-].[Na+].Br[CH2:39][C:40]([O:42][CH3:43])=[O:41]. The catalyst is CN(C)C=O. The product is [CH3:43][O:42][C:40](=[O:41])[CH2:39][O:32][C:30]1[CH:29]=[CH:28][C:19]2[O:20][CH2:21][C:22]3[N:27]=[CH:26][CH:25]=[CH:24][C:23]=3[C:17](=[CH:16][CH2:15][CH2:14][N:11]3[CH2:12][CH2:13][C:8]([C:5]4[CH:6]=[CH:7][C:2]([Cl:1])=[CH:3][CH:4]=4)([OH:35])[C:9]([CH3:33])([CH3:34])[CH2:10]3)[C:18]=2[CH:31]=1. The yield is 0.480. (3) The reactants are C(O)(C(F)(F)F)=O.Cl[C:9]([O:11][C:12]1[CH:17]=[CH:16][C:15]([CH2:18][C:19]2[CH:24]=[CH:23][C:22]([C:25]([F:28])([F:27])[F:26])=[CH:21][CH:20]=2)=[CH:14][CH:13]=1)=[O:10].[CH3:29][C:30]1[CH:35]=[CH:34][N:33]=[C:32]([CH2:36][CH:37]2[CH2:42][CH2:41][NH:40][CH2:39][CH2:38]2)[CH:31]=1. No catalyst specified. The product is [F:26][C:25]([F:28])([F:27])[C:22]1[CH:23]=[CH:24][C:19]([CH2:18][C:15]2[CH:16]=[CH:17][C:12]([O:11][C:9]([N:40]3[CH2:41][CH2:42][CH:37]([CH2:36][C:32]4[CH:31]=[C:30]([CH3:29])[CH:35]=[CH:34][N:33]=4)[CH2:38][CH2:39]3)=[O:10])=[CH:13][CH:14]=2)=[CH:20][CH:21]=1. The yield is 0.240. (4) The reactants are [Cl:1][C:2]1[C:10]([OH:11])=[CH:9][C:8]([I:12])=[C:7]2[C:3]=1[CH2:4][NH:5][C:6]2=[O:13].C(=O)([O-])[O-].[K+].[K+].Br[CH2:21][CH2:22][C:23]([CH3:33])([O:25][Si:26]([CH2:31][CH3:32])([CH2:29][CH3:30])[CH2:27][CH3:28])[CH3:24]. The catalyst is CN(C=O)C.[I-].C([N+](CCCC)(CCCC)CCCC)CCC. The product is [Cl:1][C:2]1[C:10]([O:11][CH2:21][CH2:22][C:23]([CH3:33])([O:25][Si:26]([CH2:27][CH3:28])([CH2:31][CH3:32])[CH2:29][CH3:30])[CH3:24])=[CH:9][C:8]([I:12])=[C:7]2[C:3]=1[CH2:4][NH:5][C:6]2=[O:13]. The yield is 0.350.